The task is: Predict the reactants needed to synthesize the given product.. This data is from Full USPTO retrosynthesis dataset with 1.9M reactions from patents (1976-2016). Given the product [OH:8][CH2:9][CH2:10][CH2:11][CH2:12][O:13][CH2:14][CH2:15][CH2:16][O:17][CH2:18][C:19]([O:21][C:22]([CH3:25])([CH3:24])[CH3:23])=[O:20], predict the reactants needed to synthesize it. The reactants are: C([O:8][CH2:9][CH2:10][CH2:11][CH2:12][O:13][CH2:14][CH2:15][CH2:16][O:17][CH2:18][C:19]([O:21][C:22]([CH3:25])([CH3:24])[CH3:23])=[O:20])C1C=CC=CC=1.C(O)(=O)C.[H][H].